This data is from Reaction yield outcomes from USPTO patents with 853,638 reactions. The task is: Predict the reaction yield, written as a fraction of the theoretical maximum amount of product (1.0 means a 100% yield; for example, 0.34 means a 34% yield). The reactants are [CH3:1][C:2]1([CH3:32])[CH2:7][C:6](=[O:8])[CH2:5][C:4]([CH3:10])([CH3:9])[P:3]1[C:11]1[CH:16]=[CH:15][CH:14]=[CH:13][C:12]=1[C:17]1[C:22]([CH:23]([CH3:25])[CH3:24])=[CH:21][C:20]([CH:26]([CH3:28])[CH3:27])=[CH:19][C:18]=1[CH:29]([CH3:31])[CH3:30].O.C1(C)C=CC(S(O)(=O)=O)=CC=1.[CH2:45](O)[CH2:46][OH:47]. No catalyst specified. The product is [CH3:32][C:2]1([CH3:1])[P:3]([C:11]2[CH:16]=[CH:15][CH:14]=[CH:13][C:12]=2[C:17]2[C:22]([CH:23]([CH3:24])[CH3:25])=[CH:21][C:20]([CH:26]([CH3:28])[CH3:27])=[CH:19][C:18]=2[CH:29]([CH3:31])[CH3:30])[C:4]([CH3:9])([CH3:10])[CH2:5][C:6]2([O:47][CH2:46][CH2:45][O:8]2)[CH2:7]1. The yield is 0.820.